Task: Predict which catalyst facilitates the given reaction.. Dataset: Catalyst prediction with 721,799 reactions and 888 catalyst types from USPTO Reactant: [H-].[Na+].[C:3]([O:11][CH2:12][CH3:13])(=[O:10])[CH2:4][C:5]([O:7][CH2:8][CH3:9])=[O:6].[Br:14][C:15]1[CH:16]=[C:17]([N+:22]([O-:24])=[O:23])[C:18](Cl)=[N:19][CH:20]=1.CCOC(C)=O. Product: [Br:14][C:15]1[CH:16]=[C:17]([N+:22]([O-:24])=[O:23])[C:18]([CH:4]([C:5]([O:7][CH2:8][CH3:9])=[O:6])[C:3]([O:11][CH2:12][CH3:13])=[O:10])=[N:19][CH:20]=1. The catalyst class is: 3.